This data is from Forward reaction prediction with 1.9M reactions from USPTO patents (1976-2016). The task is: Predict the product of the given reaction. (1) The product is: [CH2:1]([O:8][C:9]([N:11]([CH2:32][C:33]([N:35]1[CH2:39][C@@H:38]([F:40])[CH2:37][C@H:36]1[C:41]#[N:42])=[O:34])[C:12]12[CH2:17][CH2:16][C:15]([C:20]([NH:43][C:44]34[CH2:51][CH2:50][C:47]([OH:52])([CH2:48][CH2:49]3)[CH2:46][CH2:45]4)=[O:22])([CH2:14][CH2:13]1)[CH2:18][CH2:19]2)=[O:10])[C:2]1[CH:3]=[CH:4][CH:5]=[CH:6][CH:7]=1. Given the reactants [CH2:1]([O:8][C:9]([N:11]([CH2:32][C:33]([N:35]1[CH2:39][C@@H:38]([F:40])[CH2:37][C@H:36]1[C:41]#[N:42])=[O:34])[C:12]12[CH2:19][CH2:18][C:15]([C:20]([O:22]N3C4C=CC=CC=4N=N3)=O)([CH2:16][CH2:17]1)[CH2:14][CH2:13]2)=[O:10])[C:2]1[CH:7]=[CH:6][CH:5]=[CH:4][CH:3]=1.[NH2:43][C:44]12[CH2:51][CH2:50][C:47]([OH:52])([CH2:48][CH2:49]1)[CH2:46][CH2:45]2, predict the reaction product. (2) Given the reactants N1C2C(=NC=CC=2)N(O[C:11]([C:13]2[C:17]([CH3:18])=[C:16](/[CH:19]=[C:20]3\[C:21](=[O:41])[NH:22][C:23]4[C:28]\3=[CH:27][C:26]([S:29]([CH2:32][C:33]3[C:38]([Cl:39])=[CH:37][CH:36]=[CH:35][C:34]=3[Cl:40])(=[O:31])=[O:30])=[CH:25][CH:24]=4)[NH:15][C:14]=2[CH3:42])=[O:12])N=1.CCN(C(C)C)C(C)C.OC(C(F)(F)F)=O.[CH3:59][N:60]1[CH2:65][CH2:64][CH:63]([CH2:66][NH2:67])[CH2:62][CH2:61]1, predict the reaction product. The product is: [CH3:59][N:60]1[CH2:65][CH2:64][CH:63]([CH2:66][NH:67][C:11]([C:13]2[C:17]([CH3:18])=[C:16](/[CH:19]=[C:20]3\[C:21](=[O:41])[NH:22][C:23]4[C:28]\3=[CH:27][C:26]([S:29]([CH2:32][C:33]3[C:38]([Cl:39])=[CH:37][CH:36]=[CH:35][C:34]=3[Cl:40])(=[O:30])=[O:31])=[CH:25][CH:24]=4)[NH:15][C:14]=2[CH3:42])=[O:12])[CH2:62][CH2:61]1. (3) Given the reactants [O:1]=[C:2]1[CH2:10][C:9]2[C:4](=[CH:5][CH:6]=[CH:7][C:8]=2[C:11]2[CH:12]=[N:13][CH:14]=[C:15]([CH:19]=2)[C:16]([OH:18])=[O:17])[NH:3]1.[CH3:20][C:21]1[C:25]([C:26]([N:28]2[CH2:33][CH2:32][N:31]([CH3:34])[CH2:30][CH2:29]2)=[O:27])=[C:24]([CH3:35])[NH:23][C:22]=1[CH:36]=O.N1CCCCC1.Cl, predict the reaction product. The product is: [CH3:20][C:21]1[C:25]([C:26]([N:28]2[CH2:29][CH2:30][N:31]([CH3:34])[CH2:32][CH2:33]2)=[O:27])=[C:24]([CH3:35])[NH:23][C:22]=1[CH:36]=[C:10]1[C:9]2[C:4](=[CH:5][CH:6]=[CH:7][C:8]=2[C:11]2[CH:12]=[N:13][CH:14]=[C:15]([CH:19]=2)[C:16]([OH:18])=[O:17])[NH:3][C:2]1=[O:1]. (4) Given the reactants [C:1]([N:20]1[N:24]=[N:23][C:22]([CH2:25][CH2:26][CH2:27][CH2:28][N:29]2C(=O)C3C(=CC=CC=3)C2=O)=[N:21]1)([C:14]1[CH:19]=[CH:18][CH:17]=[CH:16][CH:15]=1)([C:8]1[CH:13]=[CH:12][CH:11]=[CH:10][CH:9]=1)[C:2]1[CH:7]=[CH:6][CH:5]=[CH:4][CH:3]=1.NN, predict the reaction product. The product is: [C:1]([N:20]1[N:24]=[N:23][C:22]([CH2:25][CH2:26][CH2:27][CH2:28][NH2:29])=[N:21]1)([C:2]1[CH:3]=[CH:4][CH:5]=[CH:6][CH:7]=1)([C:8]1[CH:13]=[CH:12][CH:11]=[CH:10][CH:9]=1)[C:14]1[CH:19]=[CH:18][CH:17]=[CH:16][CH:15]=1. (5) Given the reactants I[C:2]1[CH:7]=[CH:6][CH:5]=[CH:4][CH:3]=1.[CH2:8]([O:10][C:11](=[O:20])[CH:12]=[CH:13][CH2:14][C:15]([O:17][CH2:18][CH3:19])=[O:16])[CH3:9].CC([O-])=O.[Na+], predict the reaction product. The product is: [C:2]1(/[C:13](/[CH2:12][C:11]([O:10][CH2:8][CH3:9])=[O:20])=[CH:14]\[C:15]([O:17][CH2:18][CH3:19])=[O:16])[CH:7]=[CH:6][CH:5]=[CH:4][CH:3]=1. (6) Given the reactants Br[C:2]1[CH:3]=[N:4][C:5]([N:8]2[CH2:12][C@H:11]([S:13][C:14]([C:27]3[CH:32]=[CH:31][CH:30]=[CH:29][CH:28]=3)([C:21]3[CH:26]=[CH:25][CH:24]=[CH:23][CH:22]=3)[C:15]3[CH:20]=[CH:19][CH:18]=[CH:17][CH:16]=3)[CH2:10][C@H:9]2[CH2:33][O:34][CH2:35][C:36]2[CH:41]=[C:40]([F:42])[C:39]([F:43])=[CH:38][C:37]=2[F:44])=[N:6][CH:7]=1.B1(B2OC(C)(C)C(C)(C)O2)OC(C)(C)C(C)(C)O1.C([O-])(=O)C.[K+].Br[C:69]1[CH:74]=[CH:73][CH:72]=[CH:71][N:70]=1.C([O-])([O-])=O.[Na+].[Na+], predict the reaction product. The product is: [N:70]1[CH:71]=[CH:72][CH:73]=[CH:74][C:69]=1[C:2]1[CH:7]=[N:6][C:5]([N:8]2[CH2:12][C@H:11]([S:13][C:14]([C:21]3[CH:26]=[CH:25][CH:24]=[CH:23][CH:22]=3)([C:15]3[CH:20]=[CH:19][CH:18]=[CH:17][CH:16]=3)[C:27]3[CH:28]=[CH:29][CH:30]=[CH:31][CH:32]=3)[CH2:10][C@H:9]2[CH2:33][O:34][CH2:35][C:36]2[CH:41]=[C:40]([F:42])[C:39]([F:43])=[CH:38][C:37]=2[F:44])=[N:4][CH:3]=1. (7) Given the reactants [CH:1]1[CH:2]=[CH:3][C:4]2[S:9][N:8]=[C:7]([N:10]3[CH2:15][CH2:14][N:13]([CH2:16][CH2:17][C:18]4[CH:19]=[C:20]5[CH2:28][C:26](=[O:27])[NH:25][C:21]5=[CH:22][C:23]=4[Cl:24])[CH2:12][CH2:11]3)[C:5]=2[CH:6]=1.Cl.C(=O)([O-])[O-].[K+].[K+].[CH3:36][C:37]([CH3:39])=O.O, predict the reaction product. The product is: [S:9]1[C:4]2[CH:3]=[CH:2][CH:1]=[CH:6][C:5]=2[C:7]([N:10]2[CH2:11][CH2:12][N:13]([CH2:16][CH2:17][C:18]3[CH:19]=[C:20]4[C:21](=[CH:22][C:23]=3[Cl:24])[NH:25][C:26](=[O:27])[C:28]4=[C:37]([CH3:39])[CH3:36])[CH2:14][CH2:15]2)=[N:8]1.